This data is from Forward reaction prediction with 1.9M reactions from USPTO patents (1976-2016). The task is: Predict the product of the given reaction. (1) Given the reactants O=C1C2C(=CC=CC=2)N=C(C(OCC)=O)N1.[C:17]([CH2:19][C:20]1[C:28]2[C:27](=[O:29])[NH:26][C:25]([C:30]([O:32]CC)=O)=[N:24][C:23]=2[S:22][CH:21]=1)#[N:18].C1(C(C2C=CC=CC=2)(C2C=CC=CC=2)N2C=NC(CCCOC3C=C(CN)C=CN=3)=N2)C=CC=CC=1.C1(C(C2C=CC=CC=2)(C2C=CC=CC=2)[N:78]2[CH:82]=[N:81][C:80]([O:83][CH2:84][CH2:85][O:86][C:87]3[CH:88]=[C:89]([CH2:93][NH2:94])[CH:90]=[CH:91][CH:92]=3)=[N:79]2)C=CC=CC=1, predict the reaction product. The product is: [C:17]([CH2:19][C:20]1[C:28]2[C:27](=[O:29])[NH:26][C:25]([C:30]([NH:94][CH2:93][C:89]3[CH:90]=[CH:91][CH:92]=[C:87]([O:86][CH2:85][CH2:84][O:83][C:80]4[N:81]=[CH:82][NH:78][N:79]=4)[CH:88]=3)=[O:32])=[N:24][C:23]=2[S:22][CH:21]=1)#[N:18]. (2) Given the reactants [OH:1][C:2]1[C:3]([C:19]([C:22]2[CH:27]=[CH:26][CH:25]=[CH:24][CH:23]=2)([CH3:21])[CH3:20])=[N:4][C:5]2[C:10]([C:11]=1[C:12]([OH:14])=[O:13])=[CH:9][CH:8]=[C:7]1CCCC[C:6]=21.[F:28][C:29]([F:48])([F:47])[C:30](C1C=CC=C2C=1NC(=O)C2=O)([OH:35])[C:31]([F:34])([F:33])[F:32].C(OCC(=O)C(C1C=CC([Cl:64])=CC=1)(C)C)(=O)C, predict the reaction product. The product is: [Cl:64][C:25]1[CH:26]=[CH:27][C:22]([C:19]([C:3]2[C:2]([OH:1])=[C:11]([C:12]([OH:14])=[O:13])[C:10]3[C:5](=[C:6]([C:30]([OH:35])([C:31]([F:34])([F:33])[F:32])[C:29]([F:48])([F:47])[F:28])[CH:7]=[CH:8][CH:9]=3)[N:4]=2)([CH3:20])[CH3:21])=[CH:23][CH:24]=1. (3) Given the reactants Br[C:2]1[CH:3]=[N:4][CH:5]=[C:6]([CH:11]=1)[C:7]([O:9][CH3:10])=[O:8].[CH3:12][C:13]1[CH:14]=[C:15](B(O)O)[CH:16]=[CH:17][C:18]=1[O:19][C:20]([F:23])([F:22])[F:21], predict the reaction product. The product is: [CH3:12][C:13]1[CH:14]=[C:15]([C:2]2[CH:11]=[C:6]([C:7]([O:9][CH3:10])=[O:8])[CH:5]=[N:4][CH:3]=2)[CH:16]=[CH:17][C:18]=1[O:19][C:20]([F:21])([F:22])[F:23]. (4) Given the reactants [OH:1][CH2:2][CH2:3][S:4]([CH2:7][C:8]([NH:11]C(=O)OC(C)(C)C)([CH3:10])[CH3:9])(=[O:6])=[O:5].[ClH:19], predict the reaction product. The product is: [ClH:19].[NH2:11][C:8]([CH3:10])([CH3:9])[CH2:7][S:4]([CH2:3][CH2:2][OH:1])(=[O:6])=[O:5]. (5) Given the reactants [CH:1]1[C:13]2[CH:12]([CH2:14][O:15][C:16]([N:18]3[CH2:23][C@@H:22]([C:24](=[O:47])[NH:25][CH2:26][C:27]4([CH2:41][CH2:42][CH2:43][CH2:44][O:45][CH3:46])[C:40]5[CH:39]=[CH:38][CH:37]=[CH:36][C:35]=5[O:34][C:33]5[C:28]4=[CH:29][CH:30]=[CH:31][CH:32]=5)[CH2:21][C@@H:20]([NH2:48])[CH2:19]3)=[O:17])[C:11]3[C:6](=[CH:7][CH:8]=[CH:9][CH:10]=3)[C:5]=2[CH:4]=[CH:3][CH:2]=1.[C:49]1([CH3:59])[CH:54]=[CH:53][C:52]([CH2:55][C:56](O)=[O:57])=[CH:51][CH:50]=1, predict the reaction product. The product is: [CH:1]1[C:13]2[CH:12]([CH2:14][O:15][C:16]([N:18]3[CH2:19][C@H:20]([NH:48][C:56](=[O:57])[CH2:55][C:52]4[CH:53]=[CH:54][C:49]([CH3:59])=[CH:50][CH:51]=4)[CH2:21][C@H:22]([C:24](=[O:47])[NH:25][CH2:26][C:27]4([CH2:41][CH2:42][CH2:43][CH2:44][O:45][CH3:46])[C:40]5[CH:39]=[CH:38][CH:37]=[CH:36][C:35]=5[O:34][C:33]5[C:28]4=[CH:29][CH:30]=[CH:31][CH:32]=5)[CH2:23]3)=[O:17])[C:11]3[C:6](=[CH:7][CH:8]=[CH:9][CH:10]=3)[C:5]=2[CH:4]=[CH:3][CH:2]=1. (6) Given the reactants [Br:1][C:2]1[CH:3]=[CH:4][C:5]2[S:9](=[O:11])(=[O:10])[NH:8][CH2:7][C:6]=2[CH:12]=1.Br[CH2:14][CH2:15][OH:16].C([O-])([O-])=O.[K+].[K+], predict the reaction product. The product is: [Br:1][C:2]1[CH:3]=[CH:4][C:5]2[S:9](=[O:10])(=[O:11])[N:8]([CH2:14][CH2:15][OH:16])[CH2:7][C:6]=2[CH:12]=1. (7) The product is: [ClH:18].[F:17][C:4]1[C:5]([F:16])=[C:6]([NH:11][S:12]([CH3:15])(=[O:14])=[O:13])[C:7]([F:10])=[C:8]([F:9])[C:3]=1[CH2:1][NH2:2]. Given the reactants [C:1]([C:3]1[C:8]([F:9])=[C:7]([F:10])[C:6]([NH:11][S:12]([CH3:15])(=[O:14])=[O:13])=[C:5]([F:16])[C:4]=1[F:17])#[N:2].[ClH:18], predict the reaction product.